This data is from Full USPTO retrosynthesis dataset with 1.9M reactions from patents (1976-2016). The task is: Predict the reactants needed to synthesize the given product. (1) Given the product [O:68]1[CH2:69][CH2:70][CH2:71][CH2:72][CH:67]1[O:66][C:62]1[CH:61]=[C:60]([C:55]23[CH2:58][CH2:59][C:52]([CH2:51][CH2:23][CH2:24][C:25]([OH:27])=[O:26])([CH2:57][CH2:56]2)[CH2:53][O:54]3)[CH:65]=[CH:64][CH:63]=1, predict the reactants needed to synthesize it. The reactants are: CC1SC(C23CCC(CC[CH2:23][CH2:24][C:25]([OH:27])=[O:26])(CC2)CO3)=C(C2C=CC=CC=2)N=1.ICC12CCC(C3SC(C)=NC=3C3C=CC=CC=3)(CC1)OC2.I[CH2:51][C:52]12[CH2:59][CH2:58][C:55]([C:60]3[CH:65]=[CH:64][CH:63]=[C:62]([O:66][CH:67]4[CH2:72][CH2:71][CH2:70][CH2:69][O:68]4)[CH:61]=3)([CH2:56][CH2:57]1)[O:54][CH2:53]2. (2) Given the product [C:1]([O:5][C:6](=[O:25])[NH:7][CH:8]([C:13]1[CH:18]=[CH:17][C:16]([O:19][C:20]([F:22])([F:23])[F:21])=[C:15]([F:24])[CH:14]=1)[CH2:9][C:10]#[N:12])([CH3:4])([CH3:2])[CH3:3], predict the reactants needed to synthesize it. The reactants are: [C:1]([O:5][C:6](=[O:25])[NH:7][CH:8]([C:13]1[CH:18]=[CH:17][C:16]([O:19][C:20]([F:23])([F:22])[F:21])=[C:15]([F:24])[CH:14]=1)[CH2:9][C:10]([NH2:12])=O)([CH3:4])([CH3:3])[CH3:2].S(Cl)(Cl)=O. (3) Given the product [C:1]([O:5][N:6]=[C:7]1[C:16]2[C:11](=[CH:12][C:13]([O:35][CH2:28][CH2:29][CH2:30][Cl:31])=[CH:14][CH:15]=2)[O:10][C:9]([C:17]2[N:22]=[CH:21][N:20]3[CH:23]=[CH:24][CH:25]=[C:19]3[CH:18]=2)=[CH:8]1)([CH3:2])([CH3:3])[CH3:4], predict the reactants needed to synthesize it. The reactants are: [C:1]([O:5][N:6]=[C:7]1[C:16]2[C:11](=[CH:12][CH:13]=[CH:14][CH:15]=2)[O:10][C:9]([C:17]2[N:22]=[CH:21][N:20]3[C:23](O)=[CH:24][CH:25]=[C:19]3[CH:18]=2)=[CH:8]1)([CH3:4])([CH3:3])[CH3:2].Br[CH2:28][CH2:29][CH2:30][Cl:31].CN(C)C=[O:35].